Task: Predict the reaction yield, written as a fraction of the theoretical maximum amount of product (1.0 means a 100% yield; for example, 0.34 means a 34% yield).. Dataset: Reaction yield outcomes from USPTO patents with 853,638 reactions (1) The reactants are [F:1][C:2]1[C:9]([N+:10]([O-:12])=[O:11])=[C:8]([O:13][CH3:14])[CH:7]=[C:6]([F:15])[C:3]=1[CH:4]=[O:5].[C:16]1(C)C=CC(S(O)(=O)=O)=CC=1.[CH3:27][OH:28]. No catalyst specified. The product is [CH3:27][O:28][CH:4]([O:5][CH3:16])[C:3]1[C:2]([F:1])=[C:9]([N+:10]([O-:12])=[O:11])[C:8]([O:13][CH3:14])=[CH:7][C:6]=1[F:15]. The yield is 0.850. (2) The reactants are Br[C:2]1[CH:3]=[C:4]([C@@:9]([NH:31][S@@:32]([C:34]([CH3:37])([CH3:36])[CH3:35])=[O:33])([C:17]2[CH:22]=[C:21]([O:23][C:24]([F:29])([F:28])[CH:25]([F:27])[F:26])[CH:20]=[C:19]([F:30])[CH:18]=2)[CH2:10][C:11]2[CH:16]=[CH:15][CH:14]=[CH:13][CH:12]=2)[CH:5]=[CH:6][C:7]=1[F:8].[CH2:38]=[CH:39][C:40]1[CH:45]=[CH:44][CH:43]=[CH:42][CH:41]=1.C([O-])([O-])=O.[K+].[K+]. The catalyst is CN(C=O)C.[N+](CCCC)(CCCC)(CCCC)CCCC.[Br-].CC([O-])=O.CC([O-])=O.[Pd+2].C1C=CC(P(C2C=CC=CC=2)C2C=CC=CC=2)=CC=1. The product is [F:8][C:7]1[CH:6]=[CH:5][C:4]([C@@:9]([NH:31][S@@:32]([C:34]([CH3:37])([CH3:36])[CH3:35])=[O:33])([C:17]2[CH:22]=[C:21]([O:23][C:24]([F:29])([F:28])[CH:25]([F:27])[F:26])[CH:20]=[C:19]([F:30])[CH:18]=2)[CH2:10][C:11]2[CH:16]=[CH:15][CH:14]=[CH:13][CH:12]=2)=[CH:3][C:2]=1[CH:38]=[CH:39][C:40]1[CH:45]=[CH:44][CH:43]=[CH:42][CH:41]=1. The yield is 0.230. (3) The yield is 0.390. The reactants are Br[C:2]1[CH:7]=[CH:6][CH:5]=[C:4]([O:8][CH3:9])[N:3]=1.[CH3:10][N:11](C=O)C. The product is [CH3:9][O:8][C:4]1[N:3]=[C:2]([C:10]#[N:11])[CH:7]=[CH:6][CH:5]=1. The catalyst is O. (4) The reactants are [Cl:1][C:2]1[CH:18]=[CH:17][C:5]2[CH2:6][CH2:7][N:8]([C:11](=[O:16])[C:12]([F:15])([F:14])[F:13])[CH2:9][CH2:10][C:4]=2[C:3]=1OS(C(F)(F)F)(=O)=O.[NH2:27][C:28]1[CH:29]=[N:30][CH:31]=[CH:32][CH:33]=1. No catalyst specified. The product is [Cl:1][C:2]1[CH:18]=[CH:17][C:5]2[CH2:6][CH2:7][N:8]([C:11](=[O:16])[C:12]([F:15])([F:14])[F:13])[CH2:9][CH2:10][C:4]=2[C:3]=1[NH:27][C:28]1[CH:29]=[N:30][CH:31]=[CH:32][CH:33]=1. The yield is 0.0800. (5) The reactants are [H-].[Na+].[Si:3]([O:10][CH2:11][C@@H:12]([O:14][CH2:15][C@H:16]([OH:21])[C:17]([O:19][CH3:20])=[O:18])[CH3:13])([C:6]([CH3:9])([CH3:8])[CH3:7])([CH3:5])[CH3:4].Cl[C:23]1[N:28]=[CH:27][N:26]=[C:25]2[N:29]([C:32]3[C:37]([Cl:38])=[CH:36][CH:35]=[CH:34][N:33]=3)[N:30]=[CH:31][C:24]=12.C(O)(=O)CC(CC(O)=O)(C(O)=O)O. The catalyst is C1COCC1. The product is [Si:3]([O:10][CH2:11][C@@H:12]([O:14][CH2:15][C@H:16]([O:21][C:23]1[N:28]=[CH:27][N:26]=[C:25]2[N:29]([C:32]3[C:37]([Cl:38])=[CH:36][CH:35]=[CH:34][N:33]=3)[N:30]=[CH:31][C:24]=12)[C:17]([O:19][CH3:20])=[O:18])[CH3:13])([C:6]([CH3:9])([CH3:8])[CH3:7])([CH3:5])[CH3:4]. The yield is 0.695.